From a dataset of Reaction yield outcomes from USPTO patents with 853,638 reactions. Predict the reaction yield, written as a fraction of the theoretical maximum amount of product (1.0 means a 100% yield; for example, 0.34 means a 34% yield). The reactants are [Cl-].[Mg+2].[Cl-].[CH2:4]([O:6][C:7](=[O:21])[C:8](=O)[CH2:9][N:10]1[C:19]2[C:14](=[CH:15][CH:16]=[CH:17][CH:18]=2)[CH2:13][CH2:12][CH2:11]1)[CH3:5]. The catalyst is COCCO.O1CCCC1. The product is [CH2:4]([O:6][C:7]([C:8]1[C:18]2=[C:19]3[C:14](=[CH:15][CH:16]=[CH:17]2)[CH2:13][CH2:12][CH2:11][N:10]3[CH:9]=1)=[O:21])[CH3:5]. The yield is 0.480.